Dataset: NCI-60 drug combinations with 297,098 pairs across 59 cell lines. Task: Regression. Given two drug SMILES strings and cell line genomic features, predict the synergy score measuring deviation from expected non-interaction effect. (1) Drug 1: C1=CC=C(C=C1)NC(=O)CCCCCCC(=O)NO. Drug 2: CC1CCCC2(C(O2)CC(NC(=O)CC(C(C(=O)C(C1O)C)(C)C)O)C(=CC3=CSC(=N3)C)C)C. Cell line: A549. Synergy scores: CSS=58.5, Synergy_ZIP=2.00, Synergy_Bliss=3.78, Synergy_Loewe=-8.68, Synergy_HSA=3.86. (2) Drug 1: CC1=C(C=C(C=C1)NC2=NC=CC(=N2)N(C)C3=CC4=NN(C(=C4C=C3)C)C)S(=O)(=O)N.Cl. Drug 2: CC1C(C(CC(O1)OC2CC(OC(C2O)C)OC3=CC4=CC5=C(C(=O)C(C(C5)C(C(=O)C(C(C)O)O)OC)OC6CC(C(C(O6)C)O)OC7CC(C(C(O7)C)O)OC8CC(C(C(O8)C)O)(C)O)C(=C4C(=C3C)O)O)O)O. Cell line: MDA-MB-231. Synergy scores: CSS=9.75, Synergy_ZIP=-2.24, Synergy_Bliss=-0.371, Synergy_Loewe=1.17, Synergy_HSA=0.963.